This data is from Peptide-MHC class I binding affinity with 185,985 pairs from IEDB/IMGT. The task is: Regression. Given a peptide amino acid sequence and an MHC pseudo amino acid sequence, predict their binding affinity value. This is MHC class I binding data. (1) The peptide sequence is ALASCMGL. The MHC is HLA-A02:06 with pseudo-sequence HLA-A02:06. The binding affinity (normalized) is 0.0715. (2) The peptide sequence is YMPSVVETL. The MHC is BoLA-AW10 with pseudo-sequence BoLA-AW10. The binding affinity (normalized) is 0.422. (3) The peptide sequence is YARRYFYPL. The MHC is HLA-C05:01 with pseudo-sequence HLA-C05:01. The binding affinity (normalized) is 0.0847. (4) The peptide sequence is STTSAGPCR. The MHC is HLA-A02:01 with pseudo-sequence HLA-A02:01. The binding affinity (normalized) is 0.159. (5) The peptide sequence is MPMSMPIPM. The MHC is HLA-A02:12 with pseudo-sequence HLA-A02:12. The binding affinity (normalized) is 0.0847. (6) The peptide sequence is GHLAASVTL. The MHC is HLA-A24:03 with pseudo-sequence HLA-A24:03. The binding affinity (normalized) is 0.0847. (7) The peptide sequence is SVANRSKQK. The MHC is HLA-A02:02 with pseudo-sequence HLA-A02:02. The binding affinity (normalized) is 0.